Binary Classification. Given a miRNA mature sequence and a target amino acid sequence, predict their likelihood of interaction. From a dataset of Experimentally validated miRNA-target interactions with 360,000+ pairs, plus equal number of negative samples. (1) The miRNA is hsa-miR-940 with sequence AAGGCAGGGCCCCCGCUCCCC. The protein sequence of the target gene is MSQRKARGPPAMPGVGHSQTQAKARLLPGADRKRSRLSRTRQDPWEERSWSNQRWSRATPGPRGTRAGGLALGRSEASPENAARERSRVRTLRQAFLALQAALPAVPPDTKLSKLDVLVLAASYIAHLTRTLGHELPGPAWPPFLRGLRYLHPLKKWPMRSRLYAGGLGYSDLDSTTASTPSQRTRDAEVGSQVPGEADALLSTTPLSPALGDK. Result: 1 (interaction). (2) The protein sequence of the target gene is MVSSQPKYDLIREVGRGSYGVVYEAVIRKTSARVAVKKIRCHAPENVELALREFWALSSIKSQHPNVIHLEECILQKDGMVQKMSHGSNSSLYLQLVETSLKGEIAFDPRSAYYLWFVMDFCDGGDMNEYLLSRKPNRKTNTSFMLQLSSALAFLHKNQIIHRDLKPDNILISQSRMDTSDLEPTLKVADFGLSKVCSASGQNPEEPVSVNKCFLSTACGTDFYMAPEVWEGHYTAKADIFALGIIIWAMLERITFIDTETKKELLGSYVKQGTEIVPVGEALLENPKMELLIPVKKKSM.... The miRNA is hsa-miR-4260 with sequence CUUGGGGCAUGGAGUCCCA. Result: 0 (no interaction).